Dataset: Full USPTO retrosynthesis dataset with 1.9M reactions from patents (1976-2016). Task: Predict the reactants needed to synthesize the given product. (1) Given the product [NH2:8][C:9]1[CH:10]=[CH:11][C:12]2[N:16]=[CH:15][N:14]([C:17]3[S:21][C:20]([C:22]([O:24][CH3:25])=[O:23])=[C:19]([O:26][CH:27]([C:29]4[CH:34]=[CH:33][CH:32]=[CH:31][C:30]=4[Cl:35])[CH3:28])[CH:18]=3)[C:13]=2[CH:36]=1.[NH2:44][C:45]1[CH:72]=[CH:71][C:48]2[N:49]([C:52]3[S:56][C:55]([C:57]([O:59][CH3:60])=[O:58])=[C:54]([O:61][CH:62]([C:64]4[CH:69]=[CH:68][CH:67]=[CH:66][C:65]=4[Cl:70])[CH3:63])[CH:53]=3)[CH:50]=[N:51][C:47]=2[CH:46]=1, predict the reactants needed to synthesize it. The reactants are: C(OC([NH:8][C:9]1[CH:10]=[CH:11][C:12]2[N:16]=[CH:15][N:14]([C:17]3[S:21][C:20]([C:22]([O:24][CH3:25])=[O:23])=[C:19]([O:26][CH:27]([C:29]4[CH:34]=[CH:33][CH:32]=[CH:31][C:30]=4[Cl:35])[CH3:28])[CH:18]=3)[C:13]=2[CH:36]=1)=O)(C)(C)C.C(OC([NH:44][C:45]1[CH:72]=[CH:71][C:48]2[N:49]([C:52]3[S:56][C:55]([C:57]([O:59][CH3:60])=[O:58])=[C:54]([O:61][CH:62]([C:64]4[CH:69]=[CH:68][CH:67]=[CH:66][C:65]=4[Cl:70])[CH3:63])[CH:53]=3)[CH:50]=[N:51][C:47]=2[CH:46]=1)=O)(C)(C)C.FC(F)(F)C(O)=O. (2) Given the product [CH3:1][N:2]1[C:10]2[C:5](=[CH:6][CH:7]=[C:8]([CH3:11])[CH:9]=2)[C:4]([C:12]2[N:17]=[C:16]3[C:18]([C:21]([NH:24][C:25]4([CH2:28][OH:29])[CH2:27][CH2:26]4)=[O:22])=[CH:19][NH:20][C:15]3=[N:14][CH:13]=2)=[N:3]1, predict the reactants needed to synthesize it. The reactants are: [CH3:1][N:2]1[C:10]2[C:5](=[CH:6][CH:7]=[C:8]([CH3:11])[CH:9]=2)[C:4]([C:12]2[N:17]=[C:16]3[C:18]([C:21](O)=[O:22])=[CH:19][NH:20][C:15]3=[N:14][CH:13]=2)=[N:3]1.[NH2:24][C:25]1([CH2:28][OH:29])[CH2:27][CH2:26]1.CCN=C=NCCCN(C)C.O. (3) Given the product [CH3:12][O:13][CH2:2][C:3]1[N:7]=[C:8]([NH2:10])[S:9][CH:5]=1, predict the reactants needed to synthesize it. The reactants are: Br[CH2:2][C:3]([CH2:5]Br)=O.[NH2:7][C:8]([NH2:10])=[S:9].Cl.[CH3:12][OH:13]. (4) Given the product [CH:1]1([N:7]2[CH2:8][CH2:9][CH:10]([N:13]3[C:24](=[O:25])[C:23]4[C:22]([C:21]([OH:26])=[O:27])=[CH:18][CH:19]=[CH:20][C:16]=4[C@@H:14]3[CH3:15])[CH2:11][CH2:12]2)[CH2:6][CH2:5][CH2:4][CH2:3][CH2:2]1, predict the reactants needed to synthesize it. The reactants are: [CH:1]1([N:7]2[CH2:12][CH2:11][CH:10]([NH:13][C@H:14]([C:16]3O[CH:18]=[CH:19][CH:20]=3)[CH3:15])[CH2:9][CH2:8]2)[CH2:6][CH2:5][CH2:4][CH2:3][CH2:2]1.[C:21]1(=[O:27])[O:26][C:24](=[O:25])[CH:23]=[CH:22]1. (5) Given the product [CH3:28][CH:27]([S:24]([C:10]1[CH:9]=[C:8]([CH:5]([CH2:6][CH3:7])[C:4]([OH:30])=[O:3])[CH:13]=[CH:12][C:11]=1[C:14]1[CH:15]=[CH:16][C:17]([C:20]([F:23])([F:22])[F:21])=[CH:18][CH:19]=1)(=[O:26])=[O:25])[CH3:29], predict the reactants needed to synthesize it. The reactants are: C([O:3][C:4](=[O:30])[CH:5]([C:8]1[CH:13]=[CH:12][C:11]([C:14]2[CH:19]=[CH:18][C:17]([C:20]([F:23])([F:22])[F:21])=[CH:16][CH:15]=2)=[C:10]([S:24]([CH:27]([CH3:29])[CH3:28])(=[O:26])=[O:25])[CH:9]=1)[CH2:6][CH3:7])C.[OH-].[K+]. (6) Given the product [Br:1][C:2]1[CH:3]=[CH:4][C:5]([CH2:8][N:27]([S:24]([C:18]2[CH:19]=[C:20]([Br:23])[CH:21]=[CH:22][C:17]=2[Br:16])(=[O:26])=[O:25])[C@@H:28]2[CH2:32][CH2:31][N:30]([C:33]([O:35][C:36]([CH3:39])([CH3:38])[CH3:37])=[O:34])[CH2:29]2)=[CH:6][CH:7]=1, predict the reactants needed to synthesize it. The reactants are: [Br:1][C:2]1[CH:7]=[CH:6][C:5]([CH2:8]Br)=[CH:4][CH:3]=1.C([O-])([O-])=O.[K+].[K+].[Br:16][C:17]1[CH:22]=[CH:21][C:20]([Br:23])=[CH:19][C:18]=1[S:24]([NH:27][C@@H:28]1[CH2:32][CH2:31][N:30]([C:33]([O:35][C:36]([CH3:39])([CH3:38])[CH3:37])=[O:34])[CH2:29]1)(=[O:26])=[O:25].C(O)C(N)(CO)CO.